This data is from Catalyst prediction with 721,799 reactions and 888 catalyst types from USPTO. The task is: Predict which catalyst facilitates the given reaction. (1) Reactant: [C:1]([C:3]1[CH:8]=[CH:7][C:6]([C:9]2[CH:10]=[N:11][N:12]3[CH:17]=[CH:16][C:15]([C:18]4[CH:26]=[CH:25][C:21]([C:22]([OH:24])=O)=[CH:20][CH:19]=4)=[N:14][C:13]=23)=[CH:5][CH:4]=1)#[N:2].CN1CCOCC1.CN(C(ON1N=NC2C=CC=NC1=2)=[N+](C)C)C.F[P-](F)(F)(F)(F)F.[CH3:58][C:59]1([NH:65][C:66](=[O:72])[O:67][C:68]([CH3:71])([CH3:70])[CH3:69])[CH2:64][CH2:63][NH:62][CH2:61][CH2:60]1. Product: [C:1]([C:3]1[CH:4]=[CH:5][C:6]([C:9]2[CH:10]=[N:11][N:12]3[CH:17]=[CH:16][C:15]([C:18]4[CH:26]=[CH:25][C:21]([C:22]([N:62]5[CH2:61][CH2:60][C:59]([NH:65][C:66](=[O:72])[O:67][C:68]([CH3:71])([CH3:70])[CH3:69])([CH3:58])[CH2:64][CH2:63]5)=[O:24])=[CH:20][CH:19]=4)=[N:14][C:13]=23)=[CH:7][CH:8]=1)#[N:2]. The catalyst class is: 31. (2) Reactant: [CH3:1][C:2]1[C:6]2[CH:7]=[CH:8][C:9]([C:11]([F:14])([F:13])[F:12])=[CH:10][C:5]=2[O:4][C:3]=1[C:15]([OH:17])=O.C(N1C=CN=C1)(N1C=CN=C1)=O.[CH3:30][NH:31][O:32][CH3:33]. Product: [CH3:30][N:31]([O:32][CH3:33])[C:15]([C:3]1[O:4][C:5]2[CH:10]=[C:9]([C:11]([F:12])([F:13])[F:14])[CH:8]=[CH:7][C:6]=2[C:2]=1[CH3:1])=[O:17]. The catalyst class is: 2. (3) Reactant: Cl[C:2]1[C:3](=[O:24])[C:4](=[O:23])[C:5]=1[NH:6][C:7]1[CH:12]=[CH:11][CH:10]=[C:9]([C:13]([N:15]2[CH2:20][CH2:19][N:18]([CH3:21])[CH2:17][CH2:16]2)=[O:14])[C:8]=1[OH:22].[NH2:25][C:26]1[CH:31]=[CH:30][CH:29]=[CH:28][CH:27]=1. Product: [OH:22][C:8]1[C:9]([C:13]([N:15]2[CH2:20][CH2:19][N:18]([CH3:21])[CH2:17][CH2:16]2)=[O:14])=[CH:10][CH:11]=[CH:12][C:7]=1[NH:6][C:5]1[C:4](=[O:23])[C:3](=[O:24])[C:2]=1[NH:25][C:26]1[CH:31]=[CH:30][CH:29]=[CH:28][CH:27]=1. The catalyst class is: 16. (4) Reactant: Cl[C:2]1[C:7]([N+:8]([O-:10])=[O:9])=[CH:6][CH:5]=[CH:4][N:3]=1.[NH2:11][C:12]1[CH:13]=[C:14](/[CH:18]=[CH:19]/[C:20]2[CH:21]=[N:22][CH:23]=[CH:24][CH:25]=2)[CH:15]=[CH:16][CH:17]=1.C(=O)([O-])[O-].[K+].[K+]. Product: [N+:8]([C:7]1[C:2]([NH:11][C:12]2[CH:17]=[CH:16][CH:15]=[C:14](/[CH:18]=[CH:19]/[C:20]3[CH:21]=[N:22][CH:23]=[CH:24][CH:25]=3)[CH:13]=2)=[N:3][CH:4]=[CH:5][CH:6]=1)([O-:10])=[O:9]. The catalyst class is: 12. (5) Reactant: Br[C:2]1[S:3][CH:4]=[CH:5][CH:6]=1.[Mg].[C:8]([O:14][CH3:15])(=[O:13])[C:9](OC)=[O:10].S(=O)(=O)(O)O. Product: [CH3:15][O:14][C:8](=[O:13])[C:9]([OH:10])([C:2]1[S:3][CH:4]=[CH:5][CH:6]=1)[C:2]1[S:3][CH:4]=[CH:5][CH:6]=1. The catalyst class is: 27. (6) Reactant: C[O:2][C:3](=[O:13])[CH:4](Br)[C:5]1[CH:10]=[CH:9][C:8]([Cl:11])=[CH:7][CH:6]=1.[CH:14]1([SH:19])[CH2:18][CH2:17][CH2:16][CH2:15]1.[NH2:20][C:21]1[CH:26]=[CH:25][CH:24]=[CH:23][N:22]=1. Product: [CH:14]1([S:19][CH:4]([C:5]2[CH:10]=[CH:9][C:8]([Cl:11])=[CH:7][CH:6]=2)[C:3]([OH:2])=[O:13])[CH2:18][CH2:17][CH2:16][CH2:15]1.[CH:14]1([S:19][CH:4]([C:5]2[CH:6]=[CH:7][C:8]([Cl:11])=[CH:9][CH:10]=2)[C:3]([NH:20][C:21]2[CH:26]=[CH:25][CH:24]=[CH:23][N:22]=2)=[O:13])[CH2:18][CH2:17][CH2:16][CH2:15]1. The catalyst class is: 1. (7) Product: [N+:50]([O:53][CH2:54][CH2:55][CH2:56][CH2:57][O:12][C:11](=[O:13])[C@H:10]([OH:14])[CH2:9][C@H:8]([NH:15][C:16]([O:18][C:19]([CH3:22])([CH3:21])[CH3:20])=[O:17])[CH2:7][C:4]1[CH:3]=[CH:2][C:1]([C:23]2[CH:24]=[CH:25][CH:26]=[CH:27][CH:28]=2)=[CH:6][CH:5]=1)([O-:52])=[O:51]. Reactant: [C:1]1([C:23]2[CH:28]=[CH:27][CH:26]=[CH:25][CH:24]=2)[CH:6]=[CH:5][C:4]([CH2:7][C@@H:8]([NH:15][C:16]([O:18][C:19]([CH3:22])([CH3:21])[CH3:20])=[O:17])[CH2:9][C@@H:10]([OH:14])[C:11]([OH:13])=[O:12])=[CH:3][CH:2]=1.C1C=CC2N(O)N=NC=2C=1.CCN=C=NCCCN(C)C.[N+:50]([O:53][CH2:54][CH2:55][CH2:56][CH2:57]O)([O-:52])=[O:51]. The catalyst class is: 2. (8) Reactant: [CH3:1][C:2]1[CH:10]=[CH:9][CH:8]=[C:7]([CH3:11])[C:3]=1[C:4]([OH:6])=O.CN(C(ON1N=NC2C=CC=CC1=2)=[N+](C)C)C.[B-](F)(F)(F)F.CN1CCOCC1.[O:41]1[CH2:46][CH2:45][NH:44][C:43]2[N:47]=[C:48]([CH2:51][CH2:52][O:53][C:54]3[CH:66]=[CH:65][C:57]([CH2:58][C@@H:59]([C:61]([O:63]C)=[O:62])[NH2:60])=[CH:56][CH:55]=3)[CH:49]=[CH:50][C:42]1=2.[OH-].[Na+]. Product: [O:41]1[CH2:46][CH2:45][NH:44][C:43]2[N:47]=[C:48]([CH2:51][CH2:52][O:53][C:54]3[CH:66]=[CH:65][C:57]([CH2:58][C@@H:59]([C:61]([OH:63])=[O:62])[NH:60][C:4]([C:3]4[C:7]([CH3:11])=[CH:8][CH:9]=[CH:10][C:2]=4[CH3:1])=[O:6])=[CH:56][CH:55]=3)[CH:49]=[CH:50][C:42]1=2. The catalyst class is: 3.